Task: Predict which catalyst facilitates the given reaction.. Dataset: Catalyst prediction with 721,799 reactions and 888 catalyst types from USPTO (1) Reactant: [CH2:1]([Li])[CH2:2][CH2:3][CH3:4].CCCCCC.[Cl:12][C:13]1[CH:18]=[CH:17][C:16]([S:19]([CH2:22][C:23]2[CH:28]=[CH:27][N:26]=[CH:25][CH:24]=2)(=[O:21])=[O:20])=[CH:15][CH:14]=1.ICCCC. Product: [Cl:12][C:13]1[CH:14]=[CH:15][C:16]([S:19]([CH:22]([C:23]2[CH:24]=[CH:25][N:26]=[CH:27][CH:28]=2)[CH2:1][CH2:2][CH2:3][CH3:4])(=[O:20])=[O:21])=[CH:17][CH:18]=1. The catalyst class is: 132. (2) Reactant: [Cl:1][C:2]1[CH:3]=[C:4]([CH:26]=[CH:27][C:28]=1[O:29][CH3:30])[CH2:5][NH:6][C:7]1[C:12]([C:13]([NH:15][CH2:16][C:17]2[N:22]=[CH:21][CH:20]=[CH:19][N:18]=2)=[O:14])=[CH:11][N:10]=[C:9](S(C)=O)[N:8]=1.[CH2:31]1[C:34]2([CH2:39][CH2:38][NH:37][CH2:36][CH2:35]2)[CH2:33][CH2:32]1.C(N(CC)CC)C.O. Product: [Cl:1][C:2]1[CH:3]=[C:4]([CH:26]=[CH:27][C:28]=1[O:29][CH3:30])[CH2:5][NH:6][C:7]1[C:12]([C:13]([NH:15][CH2:16][C:17]2[N:22]=[CH:21][CH:20]=[CH:19][N:18]=2)=[O:14])=[CH:11][N:10]=[C:9]([N:37]2[CH2:38][CH2:39][C:34]3([CH2:31][CH2:32][CH2:33]3)[CH2:35][CH2:36]2)[N:8]=1. The catalyst class is: 76.